From a dataset of Forward reaction prediction with 1.9M reactions from USPTO patents (1976-2016). Predict the product of the given reaction. (1) Given the reactants [S:1]1[C:12]2[C:4](=[CH:5][CH:6]=[C:7]3[C:11]=2[C:10](=O)[C:9](=[O:14])[NH:8]3)[N:3]=[CH:2]1.Cl.[F:16][C:17]1[CH:18]=[C:19]([NH:23][NH2:24])[CH:20]=[CH:21][CH:22]=1, predict the reaction product. The product is: [F:16][C:17]1[CH:18]=[C:19]([NH:23][N:24]=[C:10]2[C:11]3[C:7](=[CH:6][CH:5]=[C:4]4[N:3]=[CH:2][S:1][C:12]4=3)[NH:8][C:9]2=[O:14])[CH:20]=[CH:21][CH:22]=1. (2) Given the reactants O[CH:2]=[C:3]1[C:11]2[C:6](=[CH:7][C:8]([C:12]([C:14]3[CH:15]=[C:16]([NH:20][C:21]([C:23]4[CH:27]=[C:26]([CH2:28][CH3:29])[N:25]([CH3:30])[N:24]=4)=[O:22])[CH:17]=[CH:18][CH:19]=3)=[O:13])=[CH:9][CH:10]=2)[NH:5][C:4]1=[O:31].[CH3:32][N:33]1[CH2:38][CH2:37][N:36]([C:39]2[CH:44]=[CH:43][C:42]([NH2:45])=[CH:41][CH:40]=2)[CH2:35][CH2:34]1, predict the reaction product. The product is: [CH3:32][N:33]1[CH2:34][CH2:35][N:36]([C:39]2[CH:44]=[CH:43][C:42]([NH:45][CH:2]=[C:3]3[C:11]4[C:6](=[CH:7][C:8]([C:12]([C:14]5[CH:15]=[C:16]([NH:20][C:21]([C:23]6[CH:27]=[C:26]([CH2:28][CH3:29])[N:25]([CH3:30])[N:24]=6)=[O:22])[CH:17]=[CH:18][CH:19]=5)=[O:13])=[CH:9][CH:10]=4)[NH:5][C:4]3=[O:31])=[CH:41][CH:40]=2)[CH2:37][CH2:38]1. (3) Given the reactants C([N-]C(C)C)(C)C.[Li+].[CH2:9]([O:11][CH2:12][N:13]1[CH:20]=[C:19]([CH:21]([CH3:23])[CH3:22])[C:17](=[O:18])[NH:16][C:14]1=[O:15])[CH3:10].[CH:24](=[O:31])[C:25]1[CH:30]=[CH:29][CH:28]=[CH:27][CH:26]=1.[C:32](O)(=[O:34])[CH3:33], predict the reaction product. The product is: [C:32]([O:31][CH:24]([C:20]1[N:13]([CH2:12][O:11][CH2:9][CH3:10])[C:14](=[O:15])[NH:16][C:17](=[O:18])[C:19]=1[CH:21]([CH3:22])[CH3:23])[C:25]1[CH:30]=[CH:29][CH:28]=[CH:27][CH:26]=1)(=[O:34])[CH3:33]. (4) Given the reactants [CH2:1]([O:3][C:4]([N:6]1[CH2:23][CH2:22][C:10]2[C:11]3[C:12]([CH:19]4[CH2:21][CH2:20]4)(O)[CH2:13][CH2:14][C:15]=3[CH:16]=[CH:17][C:9]=2[CH2:8][CH2:7]1)=[O:5])[CH3:2].C([SiH](CC)CC)C.B(F)(F)F.CCOCC, predict the reaction product. The product is: [CH2:1]([O:3][C:4]([N:6]1[CH2:23][CH2:22][C:10]2[C:11]3[CH:12]([CH:19]4[CH2:20][CH2:21]4)[CH2:13][CH2:14][C:15]=3[CH:16]=[CH:17][C:9]=2[CH2:8][CH2:7]1)=[O:5])[CH3:2]. (5) Given the reactants [NH2:1][C:2]1[C:7]([Cl:8])=[C:6]([O:9][CH2:10][CH:11]([O:14][CH3:15])[O:12][CH3:13])[CH:5]=[CH:4][C:3]=1[C:16](=[O:18])[CH3:17].Br.[CH:20]([NH:23][C:24]1[S:25][CH:26]=[C:27]([C:29](O)=[O:30])[N:28]=1)([CH3:22])[CH3:21].P(Cl)(Cl)(Cl)=O.O, predict the reaction product. The product is: [C:16]([C:3]1[C:2]([NH:1][C:29]([C:27]2[N:28]=[C:24]([NH:23][CH:20]([CH3:22])[CH3:21])[S:25][CH:26]=2)=[O:30])=[C:7]([Cl:8])[C:6]([O:9][CH2:10][CH:11]([O:12][CH3:13])[O:14][CH3:15])=[CH:5][CH:4]=1)(=[O:18])[CH3:17].